From a dataset of Experimental lipophilicity measurements (octanol/water distribution) for 4,200 compounds from AstraZeneca. Regression/Classification. Given a drug SMILES string, predict its absorption, distribution, metabolism, or excretion properties. Task type varies by dataset: regression for continuous measurements (e.g., permeability, clearance, half-life) or binary classification for categorical outcomes (e.g., BBB penetration, CYP inhibition). For this dataset (lipophilicity_astrazeneca), we predict Y. (1) The compound is CN1CCOc2nc(C#Cc3ccccc3)ccc21. The Y is 3.80 logD. (2) The molecule is N[C@@H](CC(=O)N1CCn2c(nnc2C(F)(F)F)C1)Cc1cc(F)c(F)cc1F. The Y is 0.310 logD. (3) The compound is Oc1ncnc2onc(-c3ccc(F)cc3)c12. The Y is 1.97 logD. (4) The molecule is Fc1cccc(CN2CCN(c3ccc4nnc(C(F)(F)F)n4n3)CC2)c1F. The Y is 3.60 logD. (5) The compound is COc1cc(Nc2ncc(C)s2)nc(N[C@@H](C)c2ncc(F)cn2)n1. The Y is 2.99 logD.